This data is from Catalyst prediction with 721,799 reactions and 888 catalyst types from USPTO. The task is: Predict which catalyst facilitates the given reaction. (1) Reactant: [CH3:1][C:2]1[C:6]2[CH:7]=[C:8]([CH:11]=[C:12]3[S:16][C:15](=[O:17])[NH:14][C:13]3=[O:18])[CH:9]=[CH:10][C:5]=2[O:4][CH:3]=1.[Br:19]Br. Product: [Br:19][C:3]1[O:4][C:5]2[CH:10]=[CH:9][C:8]([CH:11]=[C:12]3[S:16][C:15](=[O:17])[NH:14][C:13]3=[O:18])=[CH:7][C:6]=2[C:2]=1[CH3:1]. The catalyst class is: 52. (2) Reactant: [NH2:1][C:2]1[CH:10]=[CH:9][C:8]([CH2:11][N:12]2[CH2:17][CH2:16][N:15]([CH3:18])[CH2:14][CH2:13]2)=[CH:7][C:3]=1[C:4](O)=[O:5].CC[N:21]=C=NCCCN(C)C.Cl.C1C=CC2N(O)N=NC=2C=1.CN1CCOCC1.[NH4+].[OH-]. Product: [NH2:1][C:2]1[CH:10]=[CH:9][C:8]([CH2:11][N:12]2[CH2:17][CH2:16][N:15]([CH3:18])[CH2:14][CH2:13]2)=[CH:7][C:3]=1[C:4]([NH2:21])=[O:5]. The catalyst class is: 118. (3) Reactant: [CH:1]1([CH:4]([NH:6][C:7]([C:9]2[C:17]3[C:12](=[N:13][CH:14]=[C:15](Br)[N:16]=3)[N:11]([CH2:19][O:20][CH2:21][CH2:22][Si:23]([CH3:26])([CH3:25])[CH3:24])[CH:10]=2)=[O:8])[CH3:5])[CH2:3][CH2:2]1.[C:27]1([OH:33])[CH:32]=[CH:31][CH:30]=[CH:29][CH:28]=1.[O-]P([O-])([O-])=O.[K+].[K+].[K+].C(P(C(C)(C)C)C1C=CC=CC=1C1C=CC=CC=1N(C)C)(C)(C)C. Product: [CH:1]1([CH:4]([NH:6][C:7]([C:9]2[C:17]3[C:12](=[N:13][CH:14]=[C:15]([O:33][C:27]4[CH:32]=[CH:31][CH:30]=[CH:29][CH:28]=4)[N:16]=3)[N:11]([CH2:19][O:20][CH2:21][CH2:22][Si:23]([CH3:26])([CH3:25])[CH3:24])[CH:10]=2)=[O:8])[CH3:5])[CH2:3][CH2:2]1. The catalyst class is: 718. (4) Reactant: [OH:1][NH:2][C:3]([C:5]1[CH:13]=[CH:12][C:11]2[NH:10][C:9]3[CH:14]([CH2:17][C:18]([O:20][CH2:21][CH3:22])=[O:19])[CH2:15][CH2:16][C:8]=3[C:7]=2[CH:6]=1)=[NH:4].C(N(CC)CC)C.[CH3:30][C:31]1[CH:32]=[C:33]([CH:37]=[C:38]([CH3:40])[CH:39]=1)[C:34](Cl)=O. Product: [CH3:30][C:31]1[CH:39]=[C:38]([C:40]2[O:1][N:2]=[C:3]([C:5]3[CH:13]=[CH:12][C:11]4[NH:10][C:9]5[CH:14]([CH2:17][C:18]([O:20][CH2:21][CH3:22])=[O:19])[CH2:15][CH2:16][C:8]=5[C:7]=4[CH:6]=3)[N:4]=2)[CH:37]=[C:33]([CH3:34])[CH:32]=1. The catalyst class is: 12. (5) Reactant: C(OC([N:8]([CH3:51])[C@@H:9]([CH3:50])[C:10]([NH:12][C@H:13]1[C:19]2([CH2:24][CH2:23][O:22][CH2:21][CH2:20]2)[O:18][C:17]2[CH:25]=[CH:26][CH:27]=[CH:28][C:16]=2[N:15]([CH2:29][C:30]2[C:39](OC)=[CH:38][CH:37]=[C:36]3[C:31]=2[CH:32]=[CH:33][C:34]([C:42]([NH:44][S:45]([CH3:48])(=[O:47])=[O:46])=[O:43])=[CH:35]3)[C:14]1=[O:49])=[O:11])=O)(C)(C)C.[C:52]([OH:58])([C:54]([F:57])([F:56])[F:55])=[O:53]. Product: [F:55][C:54]([F:57])([F:56])[C:52]([OH:58])=[O:53].[CH2:52]([O:53][C:35]1[C:36]2[C:31](=[C:30]([CH2:29][N:15]3[C:14](=[O:49])[C@@H:13]([NH:12][C:10](=[O:11])[C@@H:9]([NH:8][CH3:51])[CH3:50])[C:19]4([CH2:20][CH2:21][O:22][CH2:23][CH2:24]4)[O:18][C:17]4[CH:25]=[CH:26][CH:27]=[CH:28][C:16]3=4)[CH:39]=[CH:38][CH:37]=2)[CH:32]=[CH:33][C:34]=1[C:42]([NH:44][S:45]([CH3:48])(=[O:46])=[O:47])=[O:43])[CH3:54]. The catalyst class is: 2. (6) Reactant: [OH:1][CH2:2][C@@H:3]([C:6]1[C:7]([CH3:16])=[C:8]2[C:12](=[CH:13][CH:14]=1)[C:11](=[O:15])[O:10][CH2:9]2)[O:4][CH3:5].CC(OI1(OC(C)=O)(OC(C)=O)OC(=O)C2C=CC=CC1=2)=O.O. Product: [CH3:5][O:4][C@H:3]([C:6]1[C:7]([CH3:16])=[C:8]2[C:12](=[CH:13][CH:14]=1)[C:11](=[O:15])[O:10][CH2:9]2)[CH:2]=[O:1]. The catalyst class is: 2.